From a dataset of Catalyst prediction with 721,799 reactions and 888 catalyst types from USPTO. Predict which catalyst facilitates the given reaction. (1) Reactant: [CH:1]1([O:6][C:7]2[CH:8]=[C:9]([CH:11]=[CH:12][C:13]=2[CH3:14])[NH2:10])[CH2:5][CH2:4][CH2:3][CH2:2]1.Br[CH2:16][CH2:17][NH:18][C:19](=[O:25])[O:20][C:21]([CH3:24])([CH3:23])[CH3:22].CCN(C(C)C)C(C)C. Product: [CH:1]1([O:6][C:7]2[CH:8]=[C:9]([NH:10][CH2:16][CH2:17][NH:18][C:19](=[O:25])[O:20][C:21]([CH3:24])([CH3:23])[CH3:22])[CH:11]=[CH:12][C:13]=2[CH3:14])[CH2:5][CH2:4][CH2:3][CH2:2]1. The catalyst class is: 25. (2) Reactant: C(OC([N:8]1[CH2:12][CH2:11][CH:10]([NH:13][C:14]([O:16][CH3:17])=[O:15])[CH2:9]1)=O)(C)(C)C. Product: [CH3:17][O:16][C:14]([NH:13][CH:10]1[CH2:11][CH2:12][NH:8][CH2:9]1)=[O:15]. The catalyst class is: 209.